This data is from Forward reaction prediction with 1.9M reactions from USPTO patents (1976-2016). The task is: Predict the product of the given reaction. (1) Given the reactants [CH2:1]([O:8][C:9]1[CH:10]=[CH:11][C:12](Br)=[N:13][CH:14]=1)[C:2]1[CH:7]=[CH:6][CH:5]=[CH:4][CH:3]=1.CON(C)[C:19](=[O:21])[CH3:20].[Li]CCCC, predict the reaction product. The product is: [CH2:1]([O:8][C:9]1[CH:10]=[CH:11][C:12]([C:19](=[O:21])[CH3:20])=[N:13][CH:14]=1)[C:2]1[CH:7]=[CH:6][CH:5]=[CH:4][CH:3]=1. (2) Given the reactants C1(C)C=CC(S(CC[O:12][C:13](=[O:49])[C:14]2[CH:19]=[CH:18][C:17]([CH3:20])=[C:16]([S:21]([N:24]3[C:28]4[CH:29]=[CH:30][CH:31]=[CH:32][C:27]=4[N:26]=[C:25]3[S:33]([CH2:35][C:36]3[C:41]([CH3:42])=[C:40]([O:43][CH2:44][CH2:45][CH2:46][O:47][CH3:48])[CH:39]=[CH:38][N:37]=3)=[O:34])(=[O:23])=[O:22])[CH:15]=2)(=O)=O)=CC=1.C([O-])(O)=O.[Na+:55], predict the reaction product. The product is: [Na+:55].[CH3:48][O:47][CH2:46][CH2:45][CH2:44][O:43][C:40]1[CH:39]=[CH:38][N:37]=[C:36]([CH2:35][S:33]([C:25]2[N:24]([S:21]([C:16]3[CH:15]=[C:14]([CH:19]=[CH:18][C:17]=3[CH3:20])[C:13]([O-:49])=[O:12])(=[O:23])=[O:22])[C:28]3[CH:29]=[CH:30][CH:31]=[CH:32][C:27]=3[N:26]=2)=[O:34])[C:41]=1[CH3:42]. (3) Given the reactants [C:1]1([C:7]2[N:12]=[C:11]([C:13]([O-:15])=[O:14])[CH:10]=[N:9][CH:8]=2)[CH:6]=[CH:5][CH:4]=[CH:3][CH:2]=1.[Li+].[OH-].Cl, predict the reaction product. The product is: [C:1]1([C:7]2[N:12]=[C:11]([C:13]([OH:15])=[O:14])[CH:10]=[N:9][CH:8]=2)[CH:2]=[CH:3][CH:4]=[CH:5][CH:6]=1. (4) Given the reactants [NH2:1][C:2]1([CH2:23][OH:24])[CH2:7][CH2:6][N:5]([CH2:8][CH2:9][C:10]2[C:19]3[C:14](=[CH:15][CH:16]=[C:17]([O:20][CH3:21])[CH:18]=3)[N:13]=[CH:12][C:11]=2[Cl:22])[CH2:4][CH2:3]1.[O-]S([O-])(=O)=O.[Na+].[Na+].[O:32]=[C:33]1[NH:38][C:37]2[N:39]=[C:40]([CH:43]=O)[CH:41]=[CH:42][C:36]=2[S:35][CH2:34]1.[BH4-].[Na+], predict the reaction product. The product is: [ClH:22].[ClH:22].[Cl:22][C:11]1[CH:12]=[N:13][C:14]2[C:19]([C:10]=1[CH2:9][CH2:8][N:5]1[CH2:6][CH2:7][C:2]([NH:1][CH2:43][C:40]3[CH:41]=[CH:42][C:36]4[S:35][CH2:34][C:33](=[O:32])[NH:38][C:37]=4[N:39]=3)([CH2:23][OH:24])[CH2:3][CH2:4]1)=[CH:18][C:17]([O:20][CH3:21])=[CH:16][CH:15]=2. (5) Given the reactants C(OC([NH:8][C@:9]([CH3:28])([CH:19]=[CH:20][C:21]1[N:22]([CH2:26][CH3:27])[CH:23]=[CH:24][CH:25]=1)[CH2:10][O:11][C:12](=[O:18])CCCCC)=O)(C)(C)C.[OH-].[Na+].CC(C)([O-])C.[K+], predict the reaction product. The product is: [CH3:28][C@@:9]1([CH:19]=[CH:20][C:21]2[N:22]([CH2:26][CH3:27])[CH:23]=[CH:24][CH:25]=2)[CH2:10][O:11][C:12](=[O:18])[NH:8]1. (6) Given the reactants [NH2:1][C:2]1[CH:3]=[C:4]([C:10]2[O:11][C:12]3[CH:18]=[CH:17][CH:16]=[CH:15][C:13]=3[N:14]=2)[CH:5]=[CH:6][C:7]=1[O:8][CH3:9].[CH:19]1[C:24]([C:25]([OH:27])=[O:26])=[CH:23][C:22]2[C:28]([O:30][C:31](=O)[C:21]=2[CH:20]=1)=[O:29], predict the reaction product. The product is: [CH3:9][O:8][C:7]1[CH:6]=[CH:5][C:4]([C:10]2[O:11][C:12]3[CH:18]=[CH:17][CH:16]=[CH:15][C:13]=3[N:14]=2)=[CH:3][C:2]=1[N:1]1[C:28](=[O:29])[C:22]2[C:21](=[CH:20][CH:19]=[C:24]([C:25]([OH:27])=[O:26])[CH:23]=2)[C:31]1=[O:30]. (7) The product is: [CH3:12][O:11][C:4]1[CH:3]=[C:2]([N:13]2[CH2:18][CH2:17][S:16][CH2:15][CH2:14]2)[CH:7]=[CH:6][C:5]=1[N+:8]([O-:10])=[O:9]. Given the reactants F[C:2]1[CH:7]=[CH:6][C:5]([N+:8]([O-:10])=[O:9])=[C:4]([O:11][CH3:12])[CH:3]=1.[NH:13]1[CH2:18][CH2:17][S:16][CH2:15][CH2:14]1.CCN(C(C)C)C(C)C, predict the reaction product. (8) Given the reactants Br[C:2]1[C:3]([F:19])=[CH:4][C:5]2[O:14][CH2:13][CH2:12][C:11]3[S:10][C:9]([C:15]([NH2:17])=[O:16])=[N:8][C:7]=3[C:6]=2[CH:18]=1.[N:20]1[CH:25]=[CH:24][CH:23]=[CH:22][C:21]=1[C:26]([OH:30])([C:28]#[CH:29])[CH3:27], predict the reaction product. The product is: [F:19][C:3]1[C:2]([C:29]#[C:28][C:26]([OH:30])([C:21]2[CH:22]=[CH:23][CH:24]=[CH:25][N:20]=2)[CH3:27])=[CH:18][C:6]2[C:7]3[N:8]=[C:9]([C:15]([NH2:17])=[O:16])[S:10][C:11]=3[CH2:12][CH2:13][O:14][C:5]=2[CH:4]=1. (9) Given the reactants [CH3:1][O:2][C:3]([C:5]1[C:6]([Cl:21])=[N:7][C:8]2[CH:9]=[C:10]3[O:20][CH2:19][CH2:18][O:17][C:11]3=[CH:12][C:13]=2[C:14]=1[CH2:15]Cl)=[O:4].C(Cl)Cl.[CH3:25][N:26]1[CH2:31][CH2:30][NH:29][CH2:28][CH2:27]1, predict the reaction product. The product is: [CH3:1][O:2][C:3]([C:5]1[C:6]([Cl:21])=[N:7][C:8]2[CH:9]=[C:10]3[O:20][CH2:19][CH2:18][O:17][C:11]3=[CH:12][C:13]=2[C:14]=1[CH2:15][N:29]1[CH2:30][CH2:31][N:26]([CH3:25])[CH2:27][CH2:28]1)=[O:4].